This data is from Peptide-MHC class II binding affinity with 134,281 pairs from IEDB. The task is: Regression. Given a peptide amino acid sequence and an MHC pseudo amino acid sequence, predict their binding affinity value. This is MHC class II binding data. (1) The peptide sequence is GHLKCRLRMDKLQLK. The MHC is DRB1_0301 with pseudo-sequence DRB1_0301. The binding affinity (normalized) is 0.607. (2) The peptide sequence is SSMHLIVQNAYKQMI. The MHC is DRB4_0101 with pseudo-sequence DRB4_0103. The binding affinity (normalized) is 0.931. (3) The peptide sequence is SMPFLRKTRWTFLLS. The MHC is HLA-DQA10601-DQB10402 with pseudo-sequence HLA-DQA10601-DQB10402. The binding affinity (normalized) is 0.303. (4) The peptide sequence is KKKVPWDQVVMTSLALV. The MHC is DRB4_0103 with pseudo-sequence DRB4_0103. The binding affinity (normalized) is 0.525. (5) The peptide sequence is EKKYFAATQFEPLEA. The MHC is HLA-DPA10103-DPB10601 with pseudo-sequence HLA-DPA10103-DPB10601. The binding affinity (normalized) is 0.948.